Dataset: Peptide-MHC class I binding affinity with 185,985 pairs from IEDB/IMGT. Task: Regression. Given a peptide amino acid sequence and an MHC pseudo amino acid sequence, predict their binding affinity value. This is MHC class I binding data. The peptide sequence is KAFKNNLSR. The MHC is HLA-A33:01 with pseudo-sequence HLA-A33:01. The binding affinity (normalized) is 0.230.